This data is from Reaction yield outcomes from USPTO patents with 853,638 reactions. The task is: Predict the reaction yield, written as a fraction of the theoretical maximum amount of product (1.0 means a 100% yield; for example, 0.34 means a 34% yield). (1) The reactants are Cl[C:2]1[N:7]2[CH:8]=[CH:9][N:10]=[C:6]2[CH:5]=[C:4]([C:11]2[CH:16]=[CH:15][C:14]([O:17][CH3:18])=[C:13]([O:19][CH3:20])[CH:12]=2)[N:3]=1.[F:21][C:22]1[CH:27]=[CH:26][C:25]([N:28]2[CH2:33][CH2:32][NH:31][CH2:30][CH2:29]2)=[CH:24][CH:23]=1.C(N(C(C)C)CC)(C)C. The catalyst is CC(O)C. The product is [CH3:20][O:19][C:13]1[CH:12]=[C:11]([C:4]2[N:3]=[C:2]([N:31]3[CH2:30][CH2:29][N:28]([C:25]4[CH:24]=[CH:23][C:22]([F:21])=[CH:27][CH:26]=4)[CH2:33][CH2:32]3)[N:7]3[CH:8]=[CH:9][N:10]=[C:6]3[CH:5]=2)[CH:16]=[CH:15][C:14]=1[O:17][CH3:18]. The yield is 0.646. (2) The reactants are [CH:1]1([N:6]2[CH2:11][CH2:10][N:9]([C:12]3[CH:17]=[CH:16][C:15](I)=[CH:14][CH:13]=3)[CH2:8][CH2:7]2)[CH2:5][CH2:4][CH2:3][CH2:2]1.[B:19]1([B:19]2[O:23][C:22]([CH3:25])([CH3:24])[C:21]([CH3:27])([CH3:26])[O:20]2)[O:23][C:22]([CH3:25])([CH3:24])[C:21]([CH3:27])([CH3:26])[O:20]1.CC([O-])=O.[K+]. The catalyst is C1C=CC(P(C2C=CC=CC=2)[C-]2C=CC=C2)=CC=1.C1C=CC(P(C2C=CC=CC=2)[C-]2C=CC=C2)=CC=1.Cl[Pd]Cl.[Fe+2].C(Cl)Cl.CS(C)=O. The product is [CH:1]1([N:6]2[CH2:11][CH2:10][N:9]([C:12]3[CH:17]=[CH:16][C:15]([B:19]4[O:23][C:22]([CH3:25])([CH3:24])[C:21]([CH3:27])([CH3:26])[O:20]4)=[CH:14][CH:13]=3)[CH2:8][CH2:7]2)[CH2:5][CH2:4][CH2:3][CH2:2]1. The yield is 0.520. (3) The reactants are Cl[C:2]1[N:7]=[C:6]([N:8]2[CH2:13][CH2:12][CH:11]([C:14]([NH2:16])=[O:15])[CH2:10][CH2:9]2)[C:5]([C:17]2[CH:22]=[CH:21][CH:20]=[CH:19][CH:18]=2)=[CH:4][N:3]=1.C([O-])(=O)C.[K+]. The catalyst is [Pd].C(O)(=O)C. The product is [C:17]1([C:5]2[C:6]([N:8]3[CH2:9][CH2:10][CH:11]([C:14]([NH2:16])=[O:15])[CH2:12][CH2:13]3)=[N:7][CH:2]=[N:3][CH:4]=2)[CH:18]=[CH:19][CH:20]=[CH:21][CH:22]=1. The yield is 0.290. (4) The catalyst is CN(C=O)C. The reactants are [C:1]([CH2:4][S:5][C:6]1[N:11]=[C:10](OS(C(F)(F)F)(=O)=O)[CH:9]=[C:8]([CH2:20][CH2:21][CH3:22])[C:7]=1[C:23]#[N:24])(=[O:3])[NH2:2].Cl.Cl.Cl.[NH:28]1[CH2:33][CH2:32][CH:31]([NH:34][CH2:35][CH:36]([OH:45])[CH2:37][O:38][C:39]2[CH:44]=[CH:43][N:42]=[CH:41][CH:40]=2)[CH2:30][CH2:29]1.C[O-].[Na+].CO. The product is [NH2:24][C:23]1[C:7]2[C:6](=[N:11][C:10]([N:28]3[CH2:33][CH2:32][CH:31]([NH:34][CH2:35][CH:36]([OH:45])[CH2:37][O:38][C:39]4[CH:40]=[CH:41][N:42]=[CH:43][CH:44]=4)[CH2:30][CH2:29]3)=[CH:9][C:8]=2[CH2:20][CH2:21][CH3:22])[S:5][C:4]=1[C:1]([NH2:2])=[O:3]. The yield is 0.285.